This data is from Catalyst prediction with 721,799 reactions and 888 catalyst types from USPTO. The task is: Predict which catalyst facilitates the given reaction. Reactant: [CH:1]1([N:4]([CH3:28])[C:5]2[C:6]([C:19]3[CH:20]=[C:21]4[C:25](=[CH:26][CH:27]=3)[NH:24][CH:23]=[CH:22]4)=[N:7][C:8]3[C:13]([N:14]=2)=[CH:12][C:11]([C:15]([O:17]C)=[O:16])=[CH:10][CH:9]=3)[CH2:3][CH2:2]1.[OH-].[Na+]. Product: [CH:1]1([N:4]([CH3:28])[C:5]2[C:6]([C:19]3[CH:20]=[C:21]4[C:25](=[CH:26][CH:27]=3)[NH:24][CH:23]=[CH:22]4)=[N:7][C:8]3[C:13]([N:14]=2)=[CH:12][C:11]([C:15]([OH:17])=[O:16])=[CH:10][CH:9]=3)[CH2:2][CH2:3]1. The catalyst class is: 24.